Dataset: Experimentally validated miRNA-target interactions with 360,000+ pairs, plus equal number of negative samples. Task: Binary Classification. Given a miRNA mature sequence and a target amino acid sequence, predict their likelihood of interaction. (1) The miRNA is hsa-miR-6883-5p with sequence AGGGAGGGUGUGGUAUGGAUGU. Result: 0 (no interaction). The protein sequence of the target gene is MAAQCCCRQAPGAEAAPVRPPPEPPPALDVASASSAQLFRLRHLQLGLELRPEARELAGCLVLELCALRPAPRALVLDAHPALRLHSAAFRRAPAAAAETPCAFAFSAPGPGPAPPPPLPAFPEAPGSEPACCPLAFRVDPFTDYGSSLTVTLPPELQAHQPFQVILRYTSTDAPAIWWLDPELTYGCAKPFVFTQGHSVCNRSFFPCFDTPAVKCTYSAVVKAPSGVQVLMSATRSAYMEEEGVFHFHMEHPVPAYLVALVAGDLKPADIGPRSRVWAEPCLLPTATSKLSGAVEQWLS.... (2) The miRNA is mmu-miR-7648-5p with sequence CCGCGUUCCGGGCUCGGCGC. The protein sequence of the target gene is MSLCSPTHSAEMSLFLQGPEEMLPLSSEGSEMGSEKEQSPEPHLPEEGEGGKPWRVDDSEGSWIPPGEKEHGQESLSDELQETHPKKPWQKVTVRARELGDPIAHPRHEADEKPFICAQCGKTFNNTSNLRTHQRIHTGEKPYKCSECGKSFSRSSNRIRHERIHLEEKHYKCPKCQESFRRRSDLTTHQQDHLGKRPYRCDICGKSFSQSATLAVHHRTHLEPAPYICCECGKSFSNSSSFGVHHRTHTGERPYECTECGRTFSDISNFGAHQRTHRGEKPYRCTVCGKHFSRSSNLIR.... Result: 0 (no interaction). (3) The miRNA is hsa-miR-1321 with sequence CAGGGAGGUGAAUGUGAU. The protein sequence of the target gene is MAAAALGSSSGSASPAVAELCQNTPETFLEASKLLLTYADNILRNPNDEKYRSIRIGNTAFSTRLLPVRGAVECLFEMGFEEGETHLIFPKKASVEQLQKIRDLIAIERSSRLDGSNKSHKVKSSQQPAASTQLPTTPSSNPSGLNQHTRNRQGQSSDPPSASTVAADSAILEVLQSNIQHVLVYENPALQEKALACIPVQELKRKSQEKLSRARKLDKGINISDEDFLLLELLHWFKEEFFHWVNNVLCSKCGGQTRSRDRSLLPSDDELKWGAKEVEDHYCDACQFSNRFPRYNNPEK.... Result: 0 (no interaction). (4) The miRNA is hsa-miR-4728-5p with sequence UGGGAGGGGAGAGGCAGCAAGCA. The protein sequence of the target gene is MTSVTRSEIIDEKGPVMSKTHDHQLESSLSPVEVFAKTSASLEMNQGVSEERIHLGSSPKKGGNCDLSHQERLQSKSLHLSPQEQSASYQDRRQSWRRASMKETNRRKSLHPIHQGITELSRSISVDLAESKRLGCLLLSSFQFSIQKLEPFLRDTKGFSLESFRAKASSLSEELKHFADGLETDGTLQKCFEDSNGKASDFSLEASVAEMKEYITKFSLERQTWDQLLLHYQQEAKEILSRGSTEAKITEVKVEPMTYLGSSQNEVLNTKPDYQKILQNQSKVFDCMELVMDELQGSVK.... Result: 1 (interaction).